Dataset: Forward reaction prediction with 1.9M reactions from USPTO patents (1976-2016). Task: Predict the product of the given reaction. (1) The product is: [Br:1][C:2]1[CH:3]=[CH:4][C:5]([CH2:8][C:9]([O:11][CH2:17][CH3:18])=[O:10])=[CH:6][CH:7]=1. Given the reactants [Br:1][C:2]1[CH:7]=[CH:6][C:5]([CH2:8][C:9]([OH:11])=[O:10])=[CH:4][CH:3]=1.S(=O)(=O)(O)O.[CH2:17](O)[CH3:18], predict the reaction product. (2) Given the reactants [F:1][C:2]1[C:3]([C:32]2[C:40]3[C:35](=[CH:36][CH:37]=[CH:38][CH:39]=3)[N:34](S(C3C=CC=CC=3)(=O)=O)[CH:33]=2)=[N:4][C:5]([NH:8][C@@H:9]2[CH2:14][CH2:13][CH2:12][C@H:11]([NH:15][C:16]([C:18]3[CH:23]=[CH:22][C:21]([NH:24][C:25](=[O:31])[O:26][C:27]([CH3:30])([CH3:29])[CH3:28])=[CH:20][CH:19]=3)=[O:17])[CH2:10]2)=[N:6][CH:7]=1.[OH-].[Na+].O, predict the reaction product. The product is: [F:1][C:2]1[C:3]([C:32]2[C:40]3[C:35](=[CH:36][CH:37]=[CH:38][CH:39]=3)[NH:34][CH:33]=2)=[N:4][C:5]([NH:8][C@@H:9]2[CH2:14][CH2:13][CH2:12][C@H:11]([NH:15][C:16]([C:18]3[CH:19]=[CH:20][C:21]([NH:24][C:25](=[O:31])[O:26][C:27]([CH3:30])([CH3:29])[CH3:28])=[CH:22][CH:23]=3)=[O:17])[CH2:10]2)=[N:6][CH:7]=1. (3) Given the reactants C([O:3][C:4](=O)[C@H:5]([OH:19])[CH2:6][CH2:7][NH:8][C:9]([O:11][CH2:12][C:13]1[CH:18]=[CH:17][CH:16]=[CH:15][CH:14]=1)=[O:10])C.[BH4-].[Na+].CO.Cl, predict the reaction product. The product is: [CH2:12]([O:11][C:9](=[O:10])[NH:8][CH2:7][CH2:6][C@@H:5]([OH:19])[CH2:4][OH:3])[C:13]1[CH:14]=[CH:15][CH:16]=[CH:17][CH:18]=1.